Dataset: Forward reaction prediction with 1.9M reactions from USPTO patents (1976-2016). Task: Predict the product of the given reaction. (1) The product is: [CH2:29]([NH:33][C:2]1[N:7]2[N:8]=[C:9]([C:20]3[CH:25]=[CH:24][N:23]=[C:22]([NH:8][CH2:9][CH2:10][CH2:11][CH3:16])[N:21]=3)[C:10]([C:11]3[CH:16]=[CH:15][N:14]=[C:13]([NH:7][CH2:6][CH2:5][CH2:4][CH3:3])[N:12]=3)=[C:6]2[CH:5]=[CH:4][CH:3]=1)[CH2:30][CH2:31][CH3:32]. Given the reactants Cl[C:2]1[N:7]2[N:8]=[C:9]([C:20]3[CH:25]=[CH:24][N:23]=[C:22](S(C)=O)[N:21]=3)[C:10]([C:11]3[CH:16]=[CH:15][N:14]=[C:13](S(C)=O)[N:12]=3)=[C:6]2[CH:5]=[CH:4][CH:3]=1.[CH2:29]([NH2:33])[CH2:30][CH2:31][CH3:32], predict the reaction product. (2) Given the reactants [Br:1][C:2]1[CH:7]=[CH:6][C:5]([SH:8])=[CH:4][CH:3]=1.[Cl:9][C:10]1[CH:15]=[CH:14][C:13]([Cl:16])=[CH:12][C:11]=1I.CC(CCC)C(=O)C(=O)C(C)(C)C.C(=O)([O-])[O-].[Cs+].[Cs+], predict the reaction product. The product is: [Br:1][C:2]1[CH:7]=[CH:6][C:5]([S:8][C:14]2[CH:15]=[C:10]([Cl:9])[CH:11]=[CH:12][C:13]=2[Cl:16])=[CH:4][CH:3]=1. (3) The product is: [NH2:12][C:9]1[CH:10]=[CH:11][C:5]2[O:4][C:3]([C:1]#[N:2])=[CH:7][C:6]=2[CH:8]=1. Given the reactants [C:1]([C:3]1[O:4][C:5]2[CH:11]=[CH:10][C:9]([N+:12]([O-])=O)=[CH:8][C:6]=2[CH:7]=1)#[N:2].[NH4+].[Cl-], predict the reaction product. (4) Given the reactants [N:1]([O-])=O.[Na+].[CH3:5][O:6][C:7]1[CH:12]=[CH:11][C:10]([NH2:13])=[CH:9][CH:8]=1.[ClH:14].ClCC(=O)[CH2:18][C:19]([O:21][CH2:22][CH3:23])=[O:20].C([O-])(=O)C.[Na+], predict the reaction product. The product is: [Cl:14]/[C:18](=[N:1]\[NH:13][C:10]1[CH:11]=[CH:12][C:7]([O:6][CH3:5])=[CH:8][CH:9]=1)/[C:19]([O:21][CH2:22][CH3:23])=[O:20]. (5) Given the reactants [CH3:1][O:2][C:3]1[CH:4]=[C:5]2[CH2:14][CH:13]([CH2:15][CH:16]3[CH2:21][CH2:20][N:19]([CH2:22][C:23]4[CH:24]=[CH:25][CH:26]=[CH:27][CH:28]=4)[CH2:18][CH2:17]3)[C:11](=[O:12])[C:6]2=[CH:7][C:8]=1[O:9][CH3:10].[BrH:29], predict the reaction product. The product is: [CH3:1][O:2][C:3]1[CH:4]=[C:5]2[CH2:14][CH:13]([CH2:15][CH:16]3[CH2:17][CH2:18][N:19]([CH2:22][C:23]4[CH:28]=[CH:27][CH:26]=[CH:25][CH:24]=4)[CH2:20][CH2:21]3)[C:11](=[O:12])[C:6]2=[CH:7][C:8]=1[O:9][CH3:10].[BrH:29]. (6) The product is: [F:14][C:15]1([C:21]([O:23][CH2:24][CH3:25])=[O:22])[CH2:16][CH2:17][N:18]([C:2]2[CH:3]=[N:4][CH:5]=[CH:6][C:7]=2[C:8]2[S:9][C:10]([CH3:13])=[N:11][N:12]=2)[CH2:19][CH2:20]1. Given the reactants F[C:2]1[CH:3]=[N:4][CH:5]=[CH:6][C:7]=1[C:8]1[S:9][C:10]([CH3:13])=[N:11][N:12]=1.[F:14][C:15]1([C:21]([O:23][CH2:24][CH3:25])=[O:22])[CH2:20][CH2:19][NH:18][CH2:17][CH2:16]1.C(=O)([O-])[O-].[K+].[K+].CN1C(=O)CCC1, predict the reaction product. (7) Given the reactants [C:1]([C:4]1[CH:13]=[CH:12][C:7]([C:8]([O:10][CH3:11])=[O:9])=[CH:6][N:5]=1)(=[O:3])[CH3:2].[BH4-].[Na+], predict the reaction product. The product is: [OH:3][CH:1]([C:4]1[CH:13]=[CH:12][C:7]([C:8]([O:10][CH3:11])=[O:9])=[CH:6][N:5]=1)[CH3:2]. (8) Given the reactants [CH2:1]([OH:12])[CH2:2][CH2:3][CH2:4][CH2:5][CH2:6][CH2:7][CH2:8][CH2:9][CH:10]=[CH2:11].[CH3:13][C:14]1[CH:19]=[CH:18][C:17]([S:20](Cl)(=[O:22])=[O:21])=[CH:16][CH:15]=1, predict the reaction product. The product is: [CH3:13][C:14]1[CH:19]=[CH:18][C:17]([S:20]([O:12][CH:1]=[CH:2][CH2:3][CH2:4][CH2:5][CH2:6][CH2:7][CH2:8][CH2:9][CH2:10][CH3:11])(=[O:22])=[O:21])=[CH:16][CH:15]=1. (9) Given the reactants [CH2:1]([O:3][C:4](=[O:21])[CH2:5][C:6]1[CH:11]=[CH:10][C:9]([NH:12][C:13]2[C:18]([NH2:19])=[C:17]([Cl:20])[N:16]=[CH:15][N:14]=2)=[CH:8][CH:7]=1)[CH3:2].[CH:22](OCC)(OCC)OCC, predict the reaction product. The product is: [CH2:1]([O:3][C:4](=[O:21])[CH2:5][C:6]1[CH:7]=[CH:8][C:9]([N:12]2[CH:22]=[N:19][C:18]3[C:13]2=[N:14][CH:15]=[N:16][C:17]=3[Cl:20])=[CH:10][CH:11]=1)[CH3:2].